Predict the reactants needed to synthesize the given product. From a dataset of Retrosynthesis with 50K atom-mapped reactions and 10 reaction types from USPTO. (1) Given the product O=Cc1ccsc1Cc1ccccc1F, predict the reactants needed to synthesize it. The reactants are: COC(OC)c1ccsc1Cc1ccccc1F. (2) The reactants are: NC(=O)C1CCNCC1.O=Cc1ccc(-c2cc3nccc(Nc4ccc5[nH]ccc5c4)c3s2)cc1. Given the product NC(=O)C1CCN(Cc2ccc(-c3cc4nccc(Nc5ccc6[nH]ccc6c5)c4s3)cc2)CC1, predict the reactants needed to synthesize it. (3) Given the product O=c1c(O)c(-c2ccc3c(c2)OCO3)oc2ccc(NS(=O)(=O)c3ccc(Br)cc3)cc12, predict the reactants needed to synthesize it. The reactants are: Nc1ccc2oc(-c3ccc4c(c3)OCO4)c(O)c(=O)c2c1.O=S(=O)(Cl)c1ccc(Br)cc1. (4) Given the product CCCc1nc(C(C)(C)O)c(C(=O)OCC)n1Cc1ccc(-c2ccccc2-c2nnnn2C(c2ccccc2)(c2ccccc2)c2ccccc2)cc1, predict the reactants needed to synthesize it. The reactants are: BrCc1ccc(-c2ccccc2-c2nnnn2C(c2ccccc2)(c2ccccc2)c2ccccc2)cc1.CCCc1nc(C(C)(C)O)c(C(=O)OCC)[nH]1. (5) Given the product O=C(Nc1cccc(F)c1)c1cc(C(F)(F)F)c(CN2CCOCC2)cc1OCc1ccccc1, predict the reactants needed to synthesize it. The reactants are: Nc1cccc(F)c1.O=C(O)c1cc(C(F)(F)F)c(CN2CCOCC2)cc1OCc1ccccc1. (6) The reactants are: Cc1ccccc1-c1ccc(C(=O)O)cc1C.c1ccc2c(c1)Cn1cccc1CN2. Given the product Cc1ccccc1-c1ccc(C(=O)N2Cc3cccn3Cc3ccccc32)cc1C, predict the reactants needed to synthesize it. (7) Given the product NS(=O)(=O)Cc1cccc(Nc2ncnc(N3CCCC3)n2)c1, predict the reactants needed to synthesize it. The reactants are: C1CCNC1.NS(=O)(=O)Cc1cccc(Nc2ncnc(Cl)n2)c1. (8) Given the product CC(=O)N[C@@H](C)COc1ccc(Oc2ccc(OC(C)C)cc2)cc1, predict the reactants needed to synthesize it. The reactants are: CC(=O)N[C@@H](C)COc1ccc(Oc2ccc(O)cc2)cc1.CC(C)I. (9) Given the product COC(=O)C1CC(c2cccc(C(F)(F)F)c2)CN(C(=O)Oc2ccc([N+](=O)[O-])cc2)C1, predict the reactants needed to synthesize it. The reactants are: COC(=O)C1CNCC(c2cccc(C(F)(F)F)c2)C1.O=C(Cl)Oc1ccc([N+](=O)[O-])cc1.